From a dataset of Forward reaction prediction with 1.9M reactions from USPTO patents (1976-2016). Predict the product of the given reaction. (1) Given the reactants F[C:2]1[CH:7]=[C:6]([O:8]C)[CH:5]=[CH:4][C:3]=1[C:10]([C:12]1[CH:21]=[CH:20][C:19]2[C:14](=[CH:15][CH:16]=[C:17]([O:22]C)[CH:18]=2)[CH:13]=1)=O.[CH2:24]([NH:26][NH2:27])[CH3:25], predict the reaction product. The product is: [CH2:24]([N:26]1[C:2]2[C:3](=[CH:4][CH:5]=[C:6]([OH:8])[CH:7]=2)[C:10]([C:12]2[CH:21]=[CH:20][C:19]3[C:14](=[CH:15][CH:16]=[C:17]([OH:22])[CH:18]=3)[CH:13]=2)=[N:27]1)[CH3:25]. (2) Given the reactants [H-].[Al+3].[Li+].[H-].[H-].[H-].[Cl-].[Al+3].[Cl-].[Cl-].[CH3:11][O:12][C:13]1[CH:18]=[CH:17][C:16]([N:19]2[CH2:24][CH2:23][N:22]([C:25]3[C:26]([CH3:37])=[C:27]([CH3:36])[C:28]4[O:32][CH2:31][C:30](=O)[C:29]=4[C:34]=3[CH3:35])[CH2:21][CH2:20]2)=[CH:15][CH:14]=1.[OH-].[Na+], predict the reaction product. The product is: [CH3:11][O:12][C:13]1[CH:14]=[CH:15][C:16]([N:19]2[CH2:24][CH2:23][N:22]([C:25]3[C:26]([CH3:37])=[C:27]([CH3:36])[C:28]4[O:32][CH2:31][CH2:30][C:29]=4[C:34]=3[CH3:35])[CH2:21][CH2:20]2)=[CH:17][CH:18]=1. (3) Given the reactants Cl[C:2]1[N:11]=[C:10]([NH:12][CH2:13][CH:14]([C:21]2[CH:26]=[CH:25][CH:24]=[CH:23][CH:22]=2)[N:15]2[CH2:20][CH2:19][CH2:18][CH2:17][CH2:16]2)[C:9]2[C:4](=[CH:5][CH:6]=[CH:7][CH:8]=2)[N:3]=1.CC1(C)C(C)(C)OB([C:35]2[CH:36]=[N:37][C:38]([NH2:41])=[N:39][CH:40]=2)O1.N1C=CN2C=C(C3N=C(NCC(C4C=CC=CC=4)C4NC=CC=4)C4C(=CC=CC=4)N=3)C=CC=12, predict the reaction product. The product is: [NH2:41][C:38]1[N:39]=[CH:40][C:35]([C:2]2[N:11]=[C:10]([NH:12][CH2:13][CH:14]([C:21]3[CH:26]=[CH:25][CH:24]=[CH:23][CH:22]=3)[N:15]3[CH2:20][CH2:19][CH2:18][CH2:17][CH2:16]3)[C:9]3[C:4](=[CH:5][CH:6]=[CH:7][CH:8]=3)[N:3]=2)=[CH:36][N:37]=1.